From a dataset of Reaction yield outcomes from USPTO patents with 853,638 reactions. Predict the reaction yield, written as a fraction of the theoretical maximum amount of product (1.0 means a 100% yield; for example, 0.34 means a 34% yield). (1) The reactants are [C:1]([O:5][C:6]([NH:8][C:9]1[CH:14]=[C:13]([CH2:15][C:16](OCC)=[O:17])[CH:12]=[CH:11][N:10]=1)=[O:7])([CH3:4])([CH3:3])[CH3:2].[Li+].[BH4-].CO. The catalyst is C1COCC1. The product is [OH:17][CH2:16][CH2:15][C:13]1[CH:12]=[CH:11][N:10]=[C:9]([NH:8][C:6](=[O:7])[O:5][C:1]([CH3:3])([CH3:2])[CH3:4])[CH:14]=1. The yield is 0.800. (2) The reactants are CCN(CC)CC.[NH2:8][C:9]1[CH:14]=[C:13]([C:15]([CH3:18])([CH3:17])[CH3:16])[CH:12]=[CH:11][C:10]=1[C:19](=[O:21])[CH3:20].[CH2:22]([O:24][C:25](=[O:30])[CH2:26][C:27](Cl)=[O:28])[CH3:23].CCCCCC. The catalyst is C(Cl)Cl.O. The product is [CH2:22]([O:24][C:25](=[O:30])[CH2:26][C:27]([NH:8][C:9]1[CH:14]=[C:13]([C:15]([CH3:17])([CH3:16])[CH3:18])[CH:12]=[CH:11][C:10]=1[C:19](=[O:21])[CH3:20])=[O:28])[CH3:23]. The yield is 0.600. (3) The reactants are [CH3:1][O:2][C:3]1[CH:8]=[CH:7][CH:6]=[CH:5][N:4]=1.C([O-])(=O)C.[Na+].[Br:14]Br.[OH-].[Na+]. The catalyst is C(O)(=O)C.O. The product is [Br:14][C:6]1[CH:7]=[CH:8][C:3]([O:2][CH3:1])=[N:4][CH:5]=1. The yield is 0.513. (4) The reactants are [CH:1]1([C:4]2[NH:8][N:7]=[C:6]([NH:9][C:10]3[C:15]([C:16]#[C:17][Si](C)(C)C)=[CH:14][N:13]=[C:12]([N:22]4[CH2:27][CH2:26][CH2:25][CH2:24][CH2:23]4)[N:11]=3)[CH:5]=2)[CH2:3][CH2:2]1.C([O-])([O-])=O.[K+].[K+]. The catalyst is CCO. The product is [CH:1]1([C:4]2[NH:8][N:7]=[C:6]([NH:9][C:10]3[C:15]([C:16]#[CH:17])=[CH:14][N:13]=[C:12]([N:22]4[CH2:23][CH2:24][CH2:25][CH2:26][CH2:27]4)[N:11]=3)[CH:5]=2)[CH2:3][CH2:2]1. The yield is 0.819.